Task: Predict the reactants needed to synthesize the given product.. Dataset: Full USPTO retrosynthesis dataset with 1.9M reactions from patents (1976-2016) (1) Given the product [CH3:1][O:2][C:3]1[CH:4]=[CH:5][C:6]2[C:12](=[CH2:13])[CH2:11][NH:10][CH2:9][CH2:8][C:7]=2[N:20]=1, predict the reactants needed to synthesize it. The reactants are: [CH3:1][O:2][C:3]1[CH:4]=[CH:5][C:6]2[C:12](=[CH2:13])[CH2:11][N:10](C(=O)C(F)(F)F)[CH2:9][CH2:8][C:7]=2[N:20]=1.C([O-])([O-])=O.[K+].[K+]. (2) Given the product [Br:1][C:2]1[CH:3]=[CH:4][C:5]([CH:8]([CH3:13])[CH2:9][CH2:10][NH2:12])=[CH:6][CH:7]=1, predict the reactants needed to synthesize it. The reactants are: [Br:1][C:2]1[CH:7]=[CH:6][C:5]([CH:8]([CH3:13])[CH2:9][C:10]([NH2:12])=O)=[CH:4][CH:3]=1.[H-].[Al+3].[Li+].[H-].[H-].[H-].[OH-].[Na+].